This data is from Full USPTO retrosynthesis dataset with 1.9M reactions from patents (1976-2016). The task is: Predict the reactants needed to synthesize the given product. (1) Given the product [C:3]([C:5]1[C:10]([C:11]2[N:15]([S:49]([C:45]3[CH:46]=[CH:47][CH:48]=[C:43]([F:42])[CH:44]=3)(=[O:51])=[O:50])[CH:14]=[C:13]([CH2:16][N:17]([CH3:25])[C:18](=[O:24])[O:19][C:20]([CH3:22])([CH3:23])[CH3:21])[C:12]=2[F:26])=[CH:9][CH:8]=[CH:7][N:6]=1)#[N:4], predict the reactants needed to synthesize it. The reactants are: [H-].[Na+].[C:3]([C:5]1[C:10]([C:11]2[NH:15][CH:14]=[C:13]([CH2:16][N:17]([CH3:25])[C:18](=[O:24])[O:19][C:20]([CH3:23])([CH3:22])[CH3:21])[C:12]=2[F:26])=[CH:9][CH:8]=[CH:7][N:6]=1)#[N:4].C1OCCOCCOCCOCCOC1.[F:42][C:43]1[CH:44]=[C:45]([S:49](Cl)(=[O:51])=[O:50])[CH:46]=[CH:47][CH:48]=1. (2) Given the product [CH3:39][O:40][C:41](=[O:51])[C@H:42]([CH2:44][C:45]1[CH:46]=[N:47][CH:48]=[CH:49][CH:50]=1)[NH:43][C:36](=[O:38])[C@@H:30]([CH2:31][C:32]([CH3:33])([CH3:34])[CH3:35])[NH:29][C:27]([O:26][C:22]([CH3:23])([CH3:24])[CH3:25])=[O:28], predict the reactants needed to synthesize it. The reactants are: CN1CCOCC1.C(Cl)CCl.C1C=CC2N(O)N=NC=2C=1.[C:22]([O:26][C:27]([NH:29][C@@H:30]([C:36]([OH:38])=O)[CH2:31][C:32]([CH3:35])([CH3:34])[CH3:33])=[O:28])([CH3:25])([CH3:24])[CH3:23].[CH3:39][O:40][C:41](=[O:51])[C@H:42]([CH2:44][C:45]1[CH:46]=[N:47][CH:48]=[CH:49][CH:50]=1)[NH2:43]. (3) Given the product [Br:1][C:2]1[CH:3]=[C:4]([N:14]2[CH:18]=[N:17][CH:16]=[N:15]2)[C:5]2[N:6]([C:8]([CH3:12])=[C:9]([CH3:11])[N:10]=2)[CH:7]=1, predict the reactants needed to synthesize it. The reactants are: [Br:1][C:2]1[CH:3]=[C:4](Br)[C:5]2[N:6]([C:8]([CH3:12])=[C:9]([CH3:11])[N:10]=2)[CH:7]=1.[NH:14]1[CH:18]=[N:17][CH:16]=[N:15]1.C(=O)([O-])[O-].[Cs+].[Cs+].CN[C@@H]1CCCC[C@H]1NC. (4) Given the product [NH:35]1[C:36]2[C:32](=[C:31]([C:2]3[N:3]=[C:4]([N:17]4[CH2:22][CH2:21][O:20][CH2:19][CH2:18]4)[C:5]4[S:10][C:9]([NH:11][C:12]([CH:14]5[CH2:16][CH2:15]5)=[O:13])=[CH:8][C:6]=4[N:7]=3)[CH:39]=[CH:38][CH:37]=2)[CH:33]=[N:34]1, predict the reactants needed to synthesize it. The reactants are: Cl[C:2]1[N:3]=[C:4]([N:17]2[CH2:22][CH2:21][O:20][CH2:19][CH2:18]2)[C:5]2[S:10][C:9]([NH:11][C:12]([CH:14]3[CH2:16][CH2:15]3)=[O:13])=[CH:8][C:6]=2[N:7]=1.CC1(C)C(C)(C)OB([C:31]2[CH:39]=[CH:38][CH:37]=[C:36]3[C:32]=2[CH:33]=[N:34][NH:35]3)O1. (5) The reactants are: Br[C:2]1[N:3]=[C:4]2[CH:10]=[CH:9][N:8]([S:11]([C:14]3[CH:20]=[CH:19][C:17]([CH3:18])=[CH:16][CH:15]=3)(=[O:13])=[O:12])[C:5]2=[N:6][CH:7]=1.[CH:21](/B(O)O)=[CH:22]\[C:23]1[CH:28]=[CH:27][CH:26]=[CH:25][CH:24]=1.C([O-])([O-])=O.[Na+].[Na+].O. Given the product [CH:21](/[C:2]1[N:3]=[C:4]2[CH:10]=[CH:9][N:8]([S:11]([C:14]3[CH:20]=[CH:19][C:17]([CH3:18])=[CH:16][CH:15]=3)(=[O:13])=[O:12])[C:5]2=[N:6][CH:7]=1)=[CH:22]\[C:23]1[CH:28]=[CH:27][CH:26]=[CH:25][CH:24]=1, predict the reactants needed to synthesize it. (6) Given the product [CH3:24][C@@H:15]1[N:10]([C:7]2[CH:8]=[N:9][C:4]([N+:1]([O-:3])=[O:2])=[CH:5][CH:6]=2)[CH2:11][CH2:12][N:13]([C:16]([O:18][C:19]([CH3:22])([CH3:21])[CH3:20])=[O:17])[CH2:14]1, predict the reactants needed to synthesize it. The reactants are: [N+:1]([C:4]1[N:9]=[CH:8][C:7]([N:10]2[CH2:15][CH2:14][N:13]([C:16]([O:18][C:19]([CH3:22])([CH3:21])[CH3:20])=[O:17])[CH2:12][CH2:11]2)=[CH:6][CH:5]=1)([O-:3])=[O:2].Br[C:24]1C=CC([N+]([O-])=O)=NC=1.C(OC(N1CCN[C@@H](C)C1)=O)(C)(C)C.